This data is from Forward reaction prediction with 1.9M reactions from USPTO patents (1976-2016). The task is: Predict the product of the given reaction. (1) Given the reactants [OH-].[Na+].[C:3]1([NH:9][C:10]([NH:12][NH:13][C:14](=O)[CH2:15][C:16]2[CH:21]=[CH:20][CH:19]=[CH:18][CH:17]=2)=[S:11])[CH:8]=[CH:7][CH:6]=[CH:5][CH:4]=1, predict the reaction product. The product is: [CH2:15]([C:14]1[N:9]([C:3]2[CH:8]=[CH:7][CH:6]=[CH:5][CH:4]=2)[C:10]([SH:11])=[N:12][N:13]=1)[C:16]1[CH:21]=[CH:20][CH:19]=[CH:18][CH:17]=1. (2) Given the reactants [F:1][C:2]([F:28])([F:27])[C:3]1[CH:8]=[CH:7][C:6]([C:9]2[C:10]([C:15]([NH:17][C:18]3[CH:19]=[N:20][CH:21]=[C:22]([CH:26]=3)[C:23]([OH:25])=O)=[O:16])=[CH:11][CH:12]=[CH:13][CH:14]=2)=[CH:5][CH:4]=1.[CH3:29][C:30]1[CH:34]=[C:33]([C:35]2[CH:40]=[CH:39][CH:38]=[CH:37][CH:36]=2)[N:32]([C:41]2[CH:48]=[CH:47][C:44]([CH2:45][NH2:46])=[CH:43][CH:42]=2)[N:31]=1.CN(C(ON1N=NC2C=CC=CC1=2)=[N+](C)C)C.[B-](F)(F)(F)F.C(N(C(C)C)C(C)C)C, predict the reaction product. The product is: [CH3:29][C:30]1[CH:34]=[C:33]([C:35]2[CH:36]=[CH:37][CH:38]=[CH:39][CH:40]=2)[N:32]([C:41]2[CH:42]=[CH:43][C:44]([CH2:45][NH:46][C:23](=[O:25])[C:22]3[CH:26]=[C:18]([NH:17][C:15]([C:10]4[C:9]([C:6]5[CH:7]=[CH:8][C:3]([C:2]([F:27])([F:1])[F:28])=[CH:4][CH:5]=5)=[CH:14][CH:13]=[CH:12][CH:11]=4)=[O:16])[CH:19]=[N:20][CH:21]=3)=[CH:47][CH:48]=2)[N:31]=1. (3) Given the reactants [CH3:1][O:2][C:3]1[CH:8]=[CH:7][C:6]([S:9](Cl)(=[O:11])=[O:10])=[CH:5][CH:4]=1.[Cl:13][C:14]1[CH:15]=[CH:16][C:17]2[NH:21][C:20](=[O:22])[N:19]([CH:23]([C:45]3[CH:50]=[CH:49][CH:48]=[CH:47][CH:46]=3)[C:24]([N:26]3[CH2:31][CH2:30][N:29]([CH:32]4[CH2:37][CH2:36][N:35]([C:38]([O:40][C:41]([CH3:44])([CH3:43])[CH3:42])=[O:39])[CH2:34][CH2:33]4)[CH2:28][CH2:27]3)=[O:25])[C:18]=2[CH:51]=1.C(N(CC)CC)C.O, predict the reaction product. The product is: [Cl:13][C:14]1[CH:15]=[CH:16][C:17]2[N:21]([S:9]([C:6]3[CH:7]=[CH:8][C:3]([O:2][CH3:1])=[CH:4][CH:5]=3)(=[O:11])=[O:10])[C:20](=[O:22])[N:19]([CH:23]([C:45]3[CH:50]=[CH:49][CH:48]=[CH:47][CH:46]=3)[C:24]([N:26]3[CH2:31][CH2:30][N:29]([CH:32]4[CH2:37][CH2:36][N:35]([C:38]([O:40][C:41]([CH3:44])([CH3:43])[CH3:42])=[O:39])[CH2:34][CH2:33]4)[CH2:28][CH2:27]3)=[O:25])[C:18]=2[CH:51]=1.